This data is from Reaction yield outcomes from USPTO patents with 853,638 reactions. The task is: Predict the reaction yield, written as a fraction of the theoretical maximum amount of product (1.0 means a 100% yield; for example, 0.34 means a 34% yield). The yield is 0.416. The reactants are F[C:2]1[CH:9]=[CH:8][C:7]([CH:10]=[O:11])=[CH:6][C:3]=1[C:4]#[N:5].[F:12][C:13]([F:22])([F:21])[C:14]1[CH:15]=[C:16]([OH:20])[CH:17]=[CH:18][CH:19]=1.C([O-])([O-])=O.[K+].[K+]. The catalyst is CS(C)=O. The product is [CH:10]([C:7]1[CH:8]=[CH:9][C:2]([O:20][C:16]2[CH:17]=[CH:18][CH:19]=[C:14]([C:13]([F:12])([F:21])[F:22])[CH:15]=2)=[C:3]([CH:6]=1)[C:4]#[N:5])=[O:11].